This data is from Forward reaction prediction with 1.9M reactions from USPTO patents (1976-2016). The task is: Predict the product of the given reaction. (1) Given the reactants Cl[C:2]1[CH:7]=[C:6]([C:8]#[C:9][Si:10]([CH3:13])([CH3:12])[CH3:11])[CH:5]=[CH:4][N:3]=1.C1(P(C2CCCCC2)C2C=CC=CC=2C2C=CC=CC=2)CCCCC1.[Li+].C[Si]([N-:44][Si](C)(C)C)(C)C.[NH4+].[Cl-], predict the reaction product. The product is: [CH3:11][Si:10]([C:9]#[C:8][C:6]1[CH:5]=[CH:4][N:3]=[C:2]([NH2:44])[CH:7]=1)([CH3:13])[CH3:12]. (2) The product is: [O:1]=[S:2]1(=[O:28])[CH:7]=[CH:6][CH:5]([C:8]2[CH:13]=[CH:12][C:11]([N:14]3[CH2:18][C@H:17]([CH2:19][NH:20][C:21](=[S:38])[CH:22]([F:24])[F:23])[O:16][C:15]3=[O:26])=[CH:10][C:9]=2[F:27])[CH2:4][CH2:3]1. Given the reactants [O:1]=[S:2]1(=[O:28])[CH:7]=[CH:6][CH:5]([C:8]2[CH:13]=[CH:12][C:11]([N:14]3[CH2:18][C@H:17]([CH2:19][NH:20][C:21](=O)[CH:22]([F:24])[F:23])[O:16][C:15]3=[O:26])=[CH:10][C:9]=2[F:27])[CH2:4][CH2:3]1.COC1C=CC(P2(SP(C3C=CC(OC)=CC=3)(=S)S2)=[S:38])=CC=1, predict the reaction product.